From a dataset of Catalyst prediction with 721,799 reactions and 888 catalyst types from USPTO. Predict which catalyst facilitates the given reaction. (1) Reactant: [CH3:1][O:2][C:3]1[N:8]2[N:9]=[CH:10][CH:11]=[C:7]2[C:6]([C:12]([OH:14])=[O:13])=[CH:5][CH:4]=1.[N+:15]([C:18]1[CH:23]=[CH:22][C:21](O)=[CH:20][CH:19]=1)([O-:17])=[O:16].Cl.CN(C)CCCN=C=NCC.CN(C1C=CC=CN=1)C. Product: [N+:15]([C:18]1[CH:23]=[CH:22][C:21]([O:13][C:12]([C:6]2[C:7]3[N:8]([N:9]=[CH:10][CH:11]=3)[C:3]([O:2][CH3:1])=[CH:4][CH:5]=2)=[O:14])=[CH:20][CH:19]=1)([O-:17])=[O:16]. The catalyst class is: 46. (2) Reactant: [Cl:1][C:2]1[CH:3]=[C:4]([NH:16][C:17]2[C:27]3[CH:26]=[C:25]([C:28]([O:30][CH3:31])=[O:29])[CH2:24][CH2:23][N:22](CC4C=CC(OC)=CC=4)[C:21]=3[N:20]=[CH:19][N:18]=2)[CH:5]=[CH:6][C:7]=1[O:8][C:9]1[CH:14]=[CH:13][CH:12]=[C:11]([Cl:15])[CH:10]=1.FC(F)(F)C(O)=O. Product: [Cl:1][C:2]1[CH:3]=[C:4]([NH:16][C:17]2[C:27]3[CH:26]=[C:25]([C:28]([O:30][CH3:31])=[O:29])[CH2:24][CH2:23][NH:22][C:21]=3[N:20]=[CH:19][N:18]=2)[CH:5]=[CH:6][C:7]=1[O:8][C:9]1[CH:14]=[CH:13][CH:12]=[C:11]([Cl:15])[CH:10]=1. The catalyst class is: 26. (3) Reactant: [N-:1]=[N+:2]=[N-:3].[Na+].[Cl:5][C:6]1[CH:15]=[CH:14][C:9]([O:10][CH:11]2[CH2:13]O2)=[CH:8][CH:7]=1.[Cl-].[NH4+].[C:18](#N)C. Product: [N:1]([CH2:18][CH2:13][CH2:11][O:10][C:9]1[CH:14]=[CH:15][C:6]([Cl:5])=[CH:7][CH:8]=1)=[N+:2]=[N-:3]. The catalyst class is: 6. (4) Product: [CH:30]([O:29][C:27]([N:16]1[CH2:15][CH2:14][N:13]([CH:10]([CH2:11][CH3:12])[C:9]#[C:8][C:4]2[CH:5]=[CH:6][CH:7]=[C:2]([Cl:1])[CH:3]=2)[CH2:18][CH2:17]1)=[O:28])([CH3:32])[CH3:31]. The catalyst class is: 2. Reactant: [Cl:1][C:2]1[CH:3]=[C:4]([C:8]#[C:9][CH:10]([N:13]2[CH2:18][CH2:17][NH:16][CH2:15][CH2:14]2)[CH2:11][CH3:12])[CH:5]=[CH:6][CH:7]=1.C(N(CC)CC)C.Cl[C:27]([O:29][CH:30]([CH3:32])[CH3:31])=[O:28]. (5) Reactant: [F:1][C:2]1[CH:7]=[CH:6][C:5]([CH:8]2[CH2:12][CH2:11][NH:10][CH2:9]2)=[CH:4][CH:3]=1.[CH3:13][C:14]([O:17][C:18](O[C:18]([O:17][C:14]([CH3:16])([CH3:15])[CH3:13])=[O:19])=[O:19])([CH3:16])[CH3:15].C([O-])(O)=O.[Na+]. Product: [C:14]([O:17][C:18]([N:10]1[CH2:11][CH2:12][CH:8]([C:5]2[CH:4]=[CH:3][C:2]([F:1])=[CH:7][CH:6]=2)[CH2:9]1)=[O:19])([CH3:16])([CH3:15])[CH3:13]. The catalyst class is: 49. (6) Reactant: C1(C)C=CC=CC=1.[OH:8][CH2:9][CH2:10][O:11][C:12]1[CH:17]=[C:16]([O:18][CH3:19])[CH:15]=[CH:14][C:13]=1[CH:20]1[C:28]2[C:23](=[CH:24][CH:25]=[C:26]([O:29][CH2:30][CH2:31][CH3:32])[CH:27]=2)[CH:22]([C:33]2[CH:38]=[CH:37][C:36]3[O:39][CH2:40][O:41][C:35]=3[CH:34]=2)[CH:21]1[C:42]([OH:44])=[O:43].[CH2:45]([NH2:48])[CH2:46][NH2:47]. Product: [CH2:45]([NH2:48])[CH2:46][NH2:47].[OH:8][CH2:9][CH2:10][O:11][C:12]1[CH:17]=[C:16]([O:18][CH3:19])[CH:15]=[CH:14][C:13]=1[C@@H:20]1[C:28]2[C:23](=[CH:24][CH:25]=[C:26]([O:29][CH2:30][CH2:31][CH3:32])[CH:27]=2)[C@H:22]([C:33]2[CH:38]=[CH:37][C:36]3[O:39][CH2:40][O:41][C:35]=3[CH:34]=2)[C@H:21]1[C:42]([OH:44])=[O:43]. The catalyst class is: 41. (7) Reactant: [C:1]([O:5][C:6]([N:8]1[CH2:20][C@@H:19]([CH3:21])[N:18]2[C@H:10]([CH2:11][C:12]3[C:17]2=[N:16][C:15](Br)=[CH:14][CH:13]=3)[CH2:9]1)=[O:7])([CH3:4])([CH3:3])[CH3:2].C([Li])CCC.[CH3:28][C:29]([CH3:31])=[O:30]. Product: [C:1]([O:5][C:6]([N:8]1[CH2:20][C@@H:19]([CH3:21])[N:18]2[C@H:10]([CH2:11][C:12]3[C:17]2=[N:16][C:15]([C:29]([OH:30])([CH3:31])[CH3:28])=[CH:14][CH:13]=3)[CH2:9]1)=[O:7])([CH3:4])([CH3:3])[CH3:2]. The catalyst class is: 7. (8) Reactant: [N+:1]1([O-])[CH:6]=[CH:5][CH:4]=[C:3]([CH3:7])[CH:2]=1.COS(OC)(=O)=O.[C-:16]#[N:17].[K+]. Product: [C:16]([C:4]1[CH:5]=[CH:6][N:1]=[CH:2][C:3]=1[CH3:7])#[N:17]. The catalyst class is: 40.